From a dataset of Catalyst prediction with 721,799 reactions and 888 catalyst types from USPTO. Predict which catalyst facilitates the given reaction. (1) Reactant: C(OC([N:8]1[CH2:49][C:10]2([CH2:13][N:12]([C:14]3[CH:19]=[CH:18][C:17]([C:20]4[C:25]([C:26]([F:29])([F:28])[F:27])=[CH:24][C:23]([F:30])=[C:22]([CH2:31][O:32][C:33]5[N:38]=[CH:37][C:36]6[C@@H:39]7[C@@H:42]([C:43]([O:45][CH2:46][CH3:47])=[O:44])[C@@H:40]7[CH2:41][C:35]=6[CH:34]=5)[CH:21]=4)=[C:16]([F:48])[CH:15]=3)[CH2:11]2)[CH2:9]1)=O)(C)(C)C.C(O)(C(F)(F)F)=O.O. Product: [F:48][C:16]1[CH:15]=[C:14]([N:12]2[CH2:13][C:10]3([CH2:49][NH:8][CH2:9]3)[CH2:11]2)[CH:19]=[CH:18][C:17]=1[C:20]1[C:25]([C:26]([F:28])([F:29])[F:27])=[CH:24][C:23]([F:30])=[C:22]([CH2:31][O:32][C:33]2[N:38]=[CH:37][C:36]3[C@@H:39]4[C@@H:42]([C:43]([O:45][CH2:46][CH3:47])=[O:44])[C@@H:40]4[CH2:41][C:35]=3[CH:34]=2)[CH:21]=1. The catalyst class is: 2. (2) Reactant: Cl[C:2]1[NH:3][C:4]2[CH:10]=[CH:9][CH:8]=[CH:7][C:5]=2[N:6]=1.C([O-])([O-])=O.[Na+].[Na+].[CH:17]([C:19]1[CH:20]=[CH:21][C:22]([O:28][CH3:29])=[C:23](B(O)O)[CH:24]=1)=[O:18]. Product: [CH3:29][O:28][C:22]1[CH:23]=[CH:24][C:19]([CH:17]=[O:18])=[CH:20][C:21]=1[C:2]1[NH:3][C:4]2[CH:10]=[CH:9][CH:8]=[CH:7][C:5]=2[N:6]=1. The catalyst class is: 57. (3) Reactant: O=[C:2]1[CH2:11][CH2:10][CH:9]2[CH:4]([CH2:5][CH:6]([C:16]([O:18][CH2:19][CH3:20])=[O:17])[N:7]([C:12]([O:14][CH3:15])=[O:13])[CH2:8]2)[CH2:3]1.[CH2:21]([O:23][C:24](=[O:33])[C:25]1[CH:30]=[C:29]([F:31])[CH:28]=[CH:27][C:26]=1[NH2:32])[CH3:22].C(O)(=O)C.[Na]. Product: [CH2:21]([O:23][C:24]([C:25]1[CH:30]=[C:29]([F:31])[CH:28]=[CH:27][C:26]=1[NH:32][C@H:2]1[CH2:11][CH2:10][C@@H:9]2[C@@H:4]([CH2:5][C@@H:6]([C:16]([O:18][CH2:19][CH3:20])=[O:17])[N:7]([C:12]([O:14][CH3:15])=[O:13])[CH2:8]2)[CH2:3]1)=[O:33])[CH3:22]. The catalyst class is: 195. (4) Reactant: [OH-].[Na+].[Cl:3][C:4]1[C:5]([F:40])=[C:6]([CH:37]=[CH:38][CH:39]=1)[NH:7][C:8]1[C:17]2[C:12](=[CH:13][C:14]([O:35][CH3:36])=[C:15]([O:18][C@H:19]3[CH2:23][N:22]([C:24]([O:26][C:27]([CH3:30])([CH3:29])[CH3:28])=[O:25])[C@H:21]([C:31]([O:33]C)=[O:32])[CH2:20]3)[CH:16]=2)[N:11]=[CH:10][N:9]=1.Cl. Product: [Cl:3][C:4]1[C:5]([F:40])=[C:6]([CH:37]=[CH:38][CH:39]=1)[NH:7][C:8]1[C:17]2[C:12](=[CH:13][C:14]([O:35][CH3:36])=[C:15]([O:18][C@H:19]3[CH2:23][N:22]([C:24]([O:26][C:27]([CH3:30])([CH3:29])[CH3:28])=[O:25])[C@H:21]([C:31]([OH:33])=[O:32])[CH2:20]3)[CH:16]=2)[N:11]=[CH:10][N:9]=1. The catalyst class is: 200.